From a dataset of Reaction yield outcomes from USPTO patents with 853,638 reactions. Predict the reaction yield, written as a fraction of the theoretical maximum amount of product (1.0 means a 100% yield; for example, 0.34 means a 34% yield). (1) The reactants are [OH:1][C:2]1[CH:3]=[C:4]([C:14]2[N:15](C(OC(C)(C)C)=O)[C:16]([C:19]3[S:20][CH:21]=[CH:22][N:23]=3)=[CH:17][CH:18]=2)[CH:5]=[C:6]([O:8][C@@H:9]([CH3:13])[CH2:10][O:11][CH3:12])[CH:7]=1.[F:31][C:32]1[CH:33]=[C:34]([CH:48]=[CH:49][C:50]=1F)[C:35]([N:37]1[CH2:40][CH:39]([O:41][CH:42]2[CH2:47][CH2:46][CH2:45][CH2:44][O:43]2)[CH2:38]1)=[O:36].[H-].[Na+]. The catalyst is CS(C)=O.[Cl-].[Na+].O. The product is [F:31][C:32]1[CH:33]=[C:34]([C:35]([N:37]2[CH2:40][CH:39]([O:41][CH:42]3[CH2:47][CH2:46][CH2:45][CH2:44][O:43]3)[CH2:38]2)=[O:36])[CH:48]=[CH:49][C:50]=1[O:1][C:2]1[CH:3]=[C:4]([C:14]2[NH:15][C:16]([C:19]3[S:20][CH:21]=[CH:22][N:23]=3)=[CH:17][CH:18]=2)[CH:5]=[C:6]([O:8][C@@H:9]([CH3:13])[CH2:10][O:11][CH3:12])[CH:7]=1. The yield is 0.750. (2) The reactants are [CH2:1]([OH:77])[C@H:2]1[O:7][C@@H:6]2[O:8][C@H:9]3[C@H:14]([OH:15])[C@@H:13]([OH:16])[C@@H:12]([O:17][C@H:18]4[C@H:23]([OH:24])[C@@H:22]([OH:25])[C@@H:21]([O:26][C@H:27]5[C@H:32]([OH:33])[C@@H:31]([OH:34])[C@@H:30]([O:35][C@H:36]6[C@H:41]([OH:42])[C@@H:40]([OH:43])[C@@H:39]([O:44][C@H:45]7[C@H:50]([OH:51])[C@@H:49]([OH:52])[C@@H:48]([O:53][C@H:54]8[C@H:60]([OH:61])[C@@H:59]([OH:62])[C@@H:57]([O:58][C@H:3]1[C@H:4]([OH:76])[C@H:5]2[OH:75])[O:56][C@@H:55]8[CH2:63][OH:64])[O:47][C@@H:46]7[CH2:65][OH:66])[O:38][C@@H:37]6[CH2:67][OH:68])[O:29][C@@H:28]5[CH2:69][OH:70])[O:20][C@@H:19]4[CH2:71][OH:72])[O:11][C@@H:10]3[CH2:73][OH:74].C(ON1C(=O)CCC1=O)(=O)CCCCCCC(ON1C(=O)CCC1=O)=O.C(ON1C(=O)CCC1=O)(=O)CCCCCCC(ON1C(=O)CCC1=O)=O. No catalyst specified. The product is [CH2:67]([OH:68])[C@H:37]1[O:38][C@@H:39]2[O:44][C@H:45]3[C@H:50]([OH:51])[C@@H:49]([OH:52])[C@@H:48]([O:53][C@H:54]4[C@H:60]([OH:61])[C@@H:59]([OH:62])[C@@H:57]([O:58][C@H:3]5[C@H:4]([OH:76])[C@@H:5]([OH:75])[C@@H:6]([O:8][C@H:9]6[C@H:14]([OH:15])[C@@H:13]([OH:16])[C@@H:12]([O:17][C@H:18]7[C@H:23]([OH:24])[C@@H:22]([OH:25])[C@@H:21]([O:26][C@H:27]8[C@H:32]([OH:33])[C@@H:31]([OH:34])[C@@H:30]([O:35][C@H:36]1[C@H:41]([OH:42])[C@H:40]2[OH:43])[O:29][C@@H:28]8[CH2:69][OH:70])[O:20][C@@H:19]7[CH2:71][OH:72])[O:11][C@@H:10]6[CH2:73][OH:74])[O:7][C@@H:2]5[CH2:1][OH:77])[O:56][C@@H:55]4[CH2:63][OH:64])[O:47][C@@H:46]3[CH2:65][OH:66]. The yield is 0.670. (3) The reactants are [O:1]1[C:5]2[CH:6]=[CH:7][C:8]([C:10]([CH:12]3C(=O)O[C:15](C)([CH3:19])[O:14][C:13]3=[O:21])=[O:11])=[CH:9][C:4]=2[CH:3]=[CH:2]1.C(OCC)(=O)C. The catalyst is C(O)C. The product is [O:1]1[C:5]2[CH:6]=[CH:7][C:8]([C:10](=[O:11])[CH2:12][C:13]([O:14][CH2:15][CH3:19])=[O:21])=[CH:9][C:4]=2[CH:3]=[CH:2]1. The yield is 0.790. (4) The reactants are O[CH:2]1[C:11]2[N:10]=[CH:9][CH:8]=[C:7]([O:12][CH3:13])[C:6]=2[CH2:5][CH2:4][CH2:3]1.[NH2:14]C1C2N=CC=CC=2CCC1. No catalyst specified. The product is [NH2:14][CH:2]1[C:11]2[N:10]=[CH:9][CH:8]=[C:7]([O:12][CH3:13])[C:6]=2[CH2:5][CH2:4][CH2:3]1. The yield is 0.680. (5) The reactants are [H-].[Na+].[F:3][C:4]1[CH:5]=[C:6]2[CH:12]=[CH:11][NH:10][C:7]2=[N:8][CH:9]=1.C[N:14](C=O)C. No catalyst specified. The product is [F:3][C:4]1[CH:5]=[C:6]2[CH:12]=[CH:11][N:10]([NH2:14])[C:7]2=[N:8][CH:9]=1. The yield is 0.880.